From a dataset of NCI-60 drug combinations with 297,098 pairs across 59 cell lines. Regression. Given two drug SMILES strings and cell line genomic features, predict the synergy score measuring deviation from expected non-interaction effect. Drug 1: C1CC(=O)NC(=O)C1N2CC3=C(C2=O)C=CC=C3N. Drug 2: CCC1(C2=C(COC1=O)C(=O)N3CC4=CC5=C(C=CC(=C5CN(C)C)O)N=C4C3=C2)O.Cl. Cell line: SR. Synergy scores: CSS=64.3, Synergy_ZIP=-1.99, Synergy_Bliss=-1.48, Synergy_Loewe=-14.9, Synergy_HSA=3.39.